This data is from Full USPTO retrosynthesis dataset with 1.9M reactions from patents (1976-2016). The task is: Predict the reactants needed to synthesize the given product. (1) Given the product [F:24][C:21]([F:22])([F:23])[C:19]1[CH:18]=[N:17][N:16]2[C:12]([C:4]3[CH:3]=[C:2]([NH2:1])[CH:7]=[CH:6][CH:5]=3)=[CH:13][N:14]=[C:15]2[N:20]=1, predict the reactants needed to synthesize it. The reactants are: [NH2:1][C:2]1[CH:3]=[C:4](B(O)O)[CH:5]=[CH:6][CH:7]=1.Br[C:12]1[N:16]2[N:17]=[CH:18][C:19]([C:21]([F:24])([F:23])[F:22])=[N:20][C:15]2=[N:14][CH:13]=1. (2) Given the product [Si:5]([O:6][C:7]1([CH3:17])[CH2:16][CH2:15][C:10](=[O:11])[CH2:9][CH2:8]1)([C:1]([CH3:4])([CH3:3])[CH3:2])([CH3:19])[CH3:18], predict the reactants needed to synthesize it. The reactants are: [C:1]([Si:5]([CH3:19])([CH3:18])[O:6][C:7]1([CH3:17])[CH2:16][CH2:15][C:10]2(OCC[O:11]2)[CH2:9][CH2:8]1)([CH3:4])([CH3:3])[CH3:2].C(O)(=O)C. (3) The reactants are: C(OC=C)(=[O:3])C.[CH2:7]([SiH:9]([CH2:12][CH3:13])[CH2:10][CH3:11])[CH3:8].[CH:14]([Si:16]([CH2:21][CH3:22])([CH2:19][CH3:20])[CH2:17][CH3:18])=[CH2:15]. Given the product [CH2:14]([Si:16]([CH2:21][CH3:22])([CH2:19][CH3:20])[CH2:17][CH3:18])[CH3:15].[CH2:7]([Si:9]([CH2:12][CH3:13])([CH2:10][CH3:11])[OH:3])[CH3:8], predict the reactants needed to synthesize it. (4) Given the product [CH3:1][C:2]1[CH:3]=[C:4]([C:19]2[N:20]=[N:21][N:22]([C@@H:24]3[CH2:29][CH2:28][CH2:27][C@H:26]([OH:30])[CH2:25]3)[CH:23]=2)[CH:5]=[C:6]([NH:8][C:9]2[N:14]=[C:13]([C:15]([F:18])([F:17])[F:16])[CH:12]=[CH:11][N:10]=2)[CH:7]=1, predict the reactants needed to synthesize it. The reactants are: [CH3:1][C:2]1[CH:3]=[C:4]([C:19]2[N:20]=[N:21][N:22]([CH:24]3[CH2:29][CH2:28][CH2:27][C:26](=[O:30])[CH2:25]3)[CH:23]=2)[CH:5]=[C:6]([NH:8][C:9]2[N:14]=[C:13]([C:15]([F:18])([F:17])[F:16])[CH:12]=[CH:11][N:10]=2)[CH:7]=1.[BH4-].[Na+]. (5) Given the product [OH:25][C:12]1([C:10]#[C:11][C:2]2[CH:7]=[N:6][C:5]([O:8][CH3:9])=[CH:4][CH:3]=2)[CH2:13][CH2:14][N:15]([C:18]([O:20][C:21]([CH3:22])([CH3:23])[CH3:24])=[O:19])[CH2:16][CH2:17]1, predict the reactants needed to synthesize it. The reactants are: Br[C:2]1[CH:3]=[CH:4][C:5]([O:8][CH3:9])=[N:6][CH:7]=1.[C:10]([C:12]1([OH:25])[CH2:17][CH2:16][N:15]([C:18]([O:20][C:21]([CH3:24])([CH3:23])[CH3:22])=[O:19])[CH2:14][CH2:13]1)#[CH:11]. (6) The reactants are: [O:1]1[C:5]2[CH:6]=[CH:7][C:8]([C:10]3[CH:15]=[CH:14][C:13]([N:16]4[C:20]([CH2:21][C@@H:22]5[CH2:26][CH2:25][N:24]([C:27]([CH:29]6[CH2:31][CH2:30]6)=[O:28])[CH2:23]5)=[N:19][NH:18][C:17]4=[O:32])=[CH:12][CH:11]=3)=[CH:9][C:4]=2[CH:3]=[CH:2]1.C(=O)([O-])[O-].[K+].[K+].Cl[CH2:40][C:41]#[N:42]. Given the product [O:1]1[C:5]2[CH:6]=[CH:7][C:8]([C:10]3[CH:11]=[CH:12][C:13]([N:16]4[C:17](=[O:32])[N:18]([CH2:40][C:41]#[N:42])[N:19]=[C:20]4[CH2:21][C@@H:22]4[CH2:26][CH2:25][N:24]([C:27]([CH:29]5[CH2:30][CH2:31]5)=[O:28])[CH2:23]4)=[CH:14][CH:15]=3)=[CH:9][C:4]=2[CH:3]=[CH:2]1, predict the reactants needed to synthesize it.